Dataset: Forward reaction prediction with 1.9M reactions from USPTO patents (1976-2016). Task: Predict the product of the given reaction. (1) Given the reactants Cl.[Cl:2][C:3]1[C:12]2[C:7](=[CH:8][C:9]([O:15][CH3:16])=[C:10]([O:13][CH3:14])[CH:11]=2)[N:6]=[CH:5][CH:4]=1.[NH2:17][C:18]1[CH:19]=[C:20]([NH:25][C:26](=[O:37])[C:27]2[CH:32]=[CH:31][C:30]([O:33][CH3:34])=[C:29]([O:35][CH3:36])[CH:28]=2)[CH:21]=[CH:22][C:23]=1[CH3:24], predict the reaction product. The product is: [ClH:2].[CH3:24][C:23]1[CH:22]=[CH:21][C:20]([NH:25][C:26](=[O:37])[C:27]2[CH:32]=[CH:31][C:30]([O:33][CH3:34])=[C:29]([O:35][CH3:36])[CH:28]=2)=[CH:19][C:18]=1[NH:17][C:3]1[C:12]2[C:7](=[CH:8][C:9]([O:15][CH3:16])=[C:10]([O:13][CH3:14])[CH:11]=2)[N:6]=[CH:5][CH:4]=1. (2) Given the reactants [CH3:1][O:2][C:3]1[CH:12]=[C:11]2[C:6]([C:7]([C:14]3[CH:19]=[CH:18][C:17]([O:20][CH3:21])=[CH:16][CH:15]=3)=[N:8][NH:9][C:10]2=O)=[CH:5][CH:4]=1.O.[OH-].[Na+].P(Cl)(Cl)([Cl:27])=O, predict the reaction product. The product is: [Cl:27][C:10]1[C:11]2[C:6](=[CH:5][CH:4]=[C:3]([O:2][CH3:1])[CH:12]=2)[C:7]([C:14]2[CH:19]=[CH:18][C:17]([O:20][CH3:21])=[CH:16][CH:15]=2)=[N:8][N:9]=1.